Dataset: Reaction yield outcomes from USPTO patents with 853,638 reactions. Task: Predict the reaction yield, written as a fraction of the theoretical maximum amount of product (1.0 means a 100% yield; for example, 0.34 means a 34% yield). (1) The reactants are [OH:1][C:2]1[CH:3]=[C:4]([O:14][C:15]2[CH:20]=[CH:19][C:18]([S:21]([CH3:24])(=[O:23])=[O:22])=[CH:17][CH:16]=2)[CH:5]=[C:6]2[C:10]=1[NH:9][C:8]([C:11](O)=[O:12])=[CH:7]2.[CH2:25]([S:32][CH:33]([CH:36]([O:39][CH3:40])[O:37][CH3:38])[CH2:34][NH2:35])[C:26]1[CH:31]=[CH:30][CH:29]=[CH:28][CH:27]=1.ON1C2C=CC=CC=2N=N1.Cl.C(N=C=NCCCN(C)C)C. The catalyst is CN(C)C=O. The product is [CH2:25]([S:32][CH:33]([CH:36]([O:37][CH3:38])[O:39][CH3:40])[CH2:34][NH:35][C:11]([C:8]1[NH:9][C:10]2[C:6]([CH:7]=1)=[CH:5][C:4]([O:14][C:15]1[CH:16]=[CH:17][C:18]([S:21]([CH3:24])(=[O:22])=[O:23])=[CH:19][CH:20]=1)=[CH:3][C:2]=2[OH:1])=[O:12])[C:26]1[CH:31]=[CH:30][CH:29]=[CH:28][CH:27]=1. The yield is 0.500. (2) The reactants are Br[C:2]1[CH:7]=[CH:6][C:5]([S:8]([N:11]([CH3:13])[CH3:12])(=[O:10])=[O:9])=[C:4]([CH3:14])[CH:3]=1.[CH3:15][C:16]1[N:17]([C:25]2[CH:30]=[CH:29][CH:28]=[CH:27][C:26]=2[C:31]([F:34])([F:33])[F:32])[C:18]([CH3:24])=[CH:19][C:20]=1[C:21]([NH2:23])=[O:22].C([O-])([O-])=O.[K+].[K+].CNCCNC. The catalyst is CCOC(C)=O.[Cu]I.C1(C)C=CC=CC=1. The product is [CH3:12][N:11]([CH3:13])[S:8]([C:5]1[CH:6]=[CH:7][C:2]([NH:23][C:21]([C:20]2[CH:19]=[C:18]([CH3:24])[N:17]([C:25]3[CH:30]=[CH:29][CH:28]=[CH:27][C:26]=3[C:31]([F:33])([F:32])[F:34])[C:16]=2[CH3:15])=[O:22])=[CH:3][C:4]=1[CH3:14])(=[O:10])=[O:9]. The yield is 0.790.